Task: Predict the reactants needed to synthesize the given product.. Dataset: Full USPTO retrosynthesis dataset with 1.9M reactions from patents (1976-2016) (1) Given the product [F:60][C:58]1[CH:57]=[C:56]([F:61])[CH:55]=[C:54]2[C:59]=1[C:50]([NH:48][C:46]1[CH:45]=[CH:44][CH:43]=[C:42]([N:41]3[CH2:40][CH2:39][O:38][CH2:37][CH:36]3[CH3:35])[N:47]=1)=[C:51]([CH3:69])[C:52]([C:62]1[CH:67]=[C:66]([CH3:68])[CH:65]=[CH:64][N:63]=1)=[N:53]2, predict the reactants needed to synthesize it. The reactants are: C1(P(C2CCCCC2)C2C=CC=CC=2C2C(C(C)C)=CC(C(C)C)=CC=2C(C)C)CCCCC1.[CH3:35][CH:36]1[N:41]([C:42]2[N:47]=[C:46]([NH2:48])[CH:45]=[CH:44][CH:43]=2)[CH2:40][CH2:39][O:38][CH2:37]1.Cl[C:50]1[C:59]2[C:54](=[CH:55][C:56]([F:61])=[CH:57][C:58]=2[F:60])[N:53]=[C:52]([C:62]2[CH:67]=[C:66]([CH3:68])[CH:65]=[CH:64][N:63]=2)[C:51]=1[CH3:69].CC(C)([O-])C.[Na+]. (2) Given the product [CH2:13]([O:20][C:21]1[CH:22]=[C:23]([B:28]([OH:33])[OH:29])[C:24]([F:27])=[N:25][CH:26]=1)[C:14]1[CH:15]=[CH:16][CH:17]=[CH:18][CH:19]=1, predict the reactants needed to synthesize it. The reactants are: C(NC(C)C)(C)C.C([Li])CCC.[CH2:13]([O:20][C:21]1[CH:22]=[CH:23][C:24]([F:27])=[N:25][CH:26]=1)[C:14]1[CH:19]=[CH:18][CH:17]=[CH:16][CH:15]=1.[B:28](OC(C)C)([O:33]C(C)C)[O:29]C(C)C. (3) Given the product [OH:18][CH:11]([C:10]1[CH:9]=[CH:8][C:7]([CH:5]([CH3:6])[C:3]([O:2][CH3:1])=[O:4])=[CH:16][CH:15]=1)[CH:12]([CH3:13])[CH3:14], predict the reactants needed to synthesize it. The reactants are: [CH3:1][O:2][C:3]([CH:5]([C:7]1[CH:16]=[CH:15][C:10]([CH2:11][CH:12]([CH3:14])[CH3:13])=[CH:9][CH:8]=1)[CH3:6])=[O:4].P([O-])([O-])([O-])=[O:18].[K+].[K+].[K+]. (4) Given the product [Cl:3][C:4]1[CH:9]=[CH:8][CH:7]=[CH:6][C:5]=1[CH2:10][C:11]1[N:24]([C:18]2[CH:19]=[C:20]([CH3:23])[CH:21]=[CH:22][C:17]=2[O:16][CH3:15])[C:25](=[S:26])[NH:14][N:13]=1, predict the reactants needed to synthesize it. The reactants are: [OH-].[Na+].[Cl:3][C:4]1[CH:9]=[CH:8][CH:7]=[CH:6][C:5]=1[CH2:10][C:11]([NH:13][NH2:14])=O.[CH3:15][O:16][C:17]1[CH:22]=[CH:21][C:20]([CH3:23])=[CH:19][C:18]=1[N:24]=[C:25]=[S:26]. (5) Given the product [Cl:33][C:34]1[CH:39]=[C:38]([C:2]2[CH:3]=[C:4]3[C:9](=[CH:10][CH:11]=2)[N:8]=[CH:7][C:6]([C:12]([CH:14]2[CH2:15][CH2:16]2)=[O:13])=[C:5]3[NH:17][C@H:18]2[CH2:23][CH2:22][C@H:21]([CH2:24][NH:25][C:26](=[O:32])[O:27][C:28]([CH3:30])([CH3:29])[CH3:31])[CH2:20][CH2:19]2)[CH:37]=[C:36]([O:49][CH3:50])[C:35]=1[OH:51], predict the reactants needed to synthesize it. The reactants are: Br[C:2]1[CH:3]=[C:4]2[C:9](=[CH:10][CH:11]=1)[N:8]=[CH:7][C:6]([C:12]([CH:14]1[CH2:16][CH2:15]1)=[O:13])=[C:5]2[NH:17][C@H:18]1[CH2:23][CH2:22][C@H:21]([CH2:24][NH:25][C:26](=[O:32])[O:27][C:28]([CH3:31])([CH3:30])[CH3:29])[CH2:20][CH2:19]1.[Cl:33][C:34]1[CH:39]=[C:38](B2OC(C)(C)C(C)(C)O2)[CH:37]=[C:36]([O:49][CH3:50])[C:35]=1[OH:51].